Dataset: Reaction yield outcomes from USPTO patents with 853,638 reactions. Task: Predict the reaction yield, written as a fraction of the theoretical maximum amount of product (1.0 means a 100% yield; for example, 0.34 means a 34% yield). (1) The reactants are [O:1]([C:8]1[CH:13]=[CH:12][C:11]([NH:14][C:15]2[N:20]=[CH:19][N:18]=[C:17]([NH:21][CH:22]3[CH2:27][CH2:26][CH2:25][N:24](C(OC(C)(C)C)=O)[CH2:23]3)[CH:16]=2)=[CH:10][CH:9]=1)[C:2]1[CH:7]=[CH:6][CH:5]=[CH:4][CH:3]=1.C(O)(C(F)(F)F)=O. The catalyst is C(Cl)Cl. The product is [O:1]([C:8]1[CH:9]=[CH:10][C:11]([NH:14][C:15]2[CH:16]=[C:17]([NH:21][CH:22]3[CH2:27][CH2:26][CH2:25][NH:24][CH2:23]3)[N:18]=[CH:19][N:20]=2)=[CH:12][CH:13]=1)[C:2]1[CH:7]=[CH:6][CH:5]=[CH:4][CH:3]=1. The yield is 0.810. (2) The reactants are [NH:1]1[CH2:5][C:4](=[O:6])[NH:3][C:2]1=[O:7].[H-].[Na+].CS(O[CH2:15][CH2:16][C:17]1[C:18]([CH3:33])=[N:19][N:20]([CH3:32])[C:21]=1[N:22]1[C:30]2[C:25](=[CH:26][C:27]([Cl:31])=[CH:28][CH:29]=2)[CH:24]=[CH:23]1)(=O)=O.O. The catalyst is CN(C)C=O. The product is [Cl:31][C:27]1[CH:26]=[C:25]2[C:30](=[CH:29][CH:28]=1)[N:22]([C:21]1[N:20]([CH3:32])[N:19]=[C:18]([CH3:33])[C:17]=1[CH2:16][CH2:15][N:3]1[C:4](=[O:6])[CH2:5][NH:1][C:2]1=[O:7])[CH:23]=[CH:24]2. The yield is 0.580. (3) The reactants are [CH2:1]([N:3]1[C:11]2[C:6](=[CH:7][CH:8]=[C:9]([O:12][CH3:13])[CH:10]=2)[C:5]([C:14](=O)[CH3:15])=[CH:4]1)[CH3:2].C(N1C2C(=CC=C(OC)C=2)C=C1)C.Cl.[OH:31][NH2:32].CC([O-])=O.[Na+]. The catalyst is CCO. The product is [CH2:1]([N:3]1[C:11]2[C:6](=[CH:7][CH:8]=[C:9]([O:12][CH3:13])[CH:10]=2)[C:5]([C:14](=[N:32][OH:31])[CH3:15])=[CH:4]1)[CH3:2]. The yield is 0.920. (4) The reactants are [CH3:1][O:2][P:3]([Cl:6])([Cl:5])=[O:4].[N:7]1[CH:12]=[CH:11][CH:10]=[CH:9][CH:8]=1. No catalyst specified. The product is [P:3]([Cl:6])([Cl:5])([O-:4])=[O:2].[CH3:1][N+:7]1[CH:12]=[CH:11][CH:10]=[CH:9][CH:8]=1. The yield is 0.270. (5) The reactants are [C:1]([C:4]1[CH:8]=[C:7]([C:9]([OH:11])=O)[NH:6][N:5]=1)(=[O:3])[CH3:2].[NH2:12][CH2:13][C@H:14]([N:16]1[CH:20]=[CH:19][C:18]([C:21]2[CH:28]=[C:27]([F:29])[C:24]([C:25]#[N:26])=[C:23]([F:30])[CH:22]=2)=[N:17]1)[CH3:15]. No catalyst specified. The product is [C:1]([C:4]1[CH:8]=[C:7]([C:9]([NH:12][CH2:13][C@H:14]([N:16]2[CH:20]=[CH:19][C:18]([C:21]3[CH:28]=[C:27]([F:29])[C:24]([C:25]#[N:26])=[C:23]([F:30])[CH:22]=3)=[N:17]2)[CH3:15])=[O:11])[NH:6][N:5]=1)(=[O:3])[CH3:2]. The yield is 0.644. (6) The reactants are [NH2:1][C@@H:2]([C:5]1[CH:10]=[C:9]([I:11])[CH:8]=[C:7]([F:12])[CH:6]=1)[CH2:3][OH:4].C1COCC1.C([O-])(O)=O.[Na+].[C:23](Cl)(=[O:39])[O:24][CH2:25][CH:26]1[C:38]2[CH:37]=[CH:36][CH:35]=[CH:34][C:33]=2[C:32]2[C:27]1=[CH:28][CH:29]=[CH:30][CH:31]=2. The catalyst is C(OCC)(=O)C.O. The product is [F:12][C:7]1[CH:6]=[C:5]([C@H:2]([NH:1][C:23](=[O:39])[O:24][CH2:25][CH:26]2[C:38]3[CH:37]=[CH:36][CH:35]=[CH:34][C:33]=3[C:32]3[C:27]2=[CH:28][CH:29]=[CH:30][CH:31]=3)[CH2:3][OH:4])[CH:10]=[C:9]([I:11])[CH:8]=1. The yield is 0.730. (7) The reactants are [Br:1][C:2]1[CH:7]=[CH:6][N:5]=[C:4]([CH2:8]O)[CH:3]=1.O=S(Cl)[Cl:12].C([O-])(O)=O.[Na+]. The catalyst is C(Cl)Cl. The product is [Br:1][C:2]1[CH:7]=[CH:6][N:5]=[C:4]([CH2:8][Cl:12])[CH:3]=1. The yield is 0.790. (8) The reactants are [NH2:1][C:2]1[C:7]([Br:8])=[N:6][C:5]([Br:9])=[CH:4][N:3]=1.C(=O)([O-])[O-].[Cs+].[Cs+].Cl[CH2:17][C:18]([O:20][CH2:21][CH3:22])=[O:19]. The catalyst is CN(C)C=O. The product is [Br:8][C:7]1[C:2]([NH:1][CH2:17][C:18]([O:20][CH2:21][CH3:22])=[O:19])=[N:3][CH:4]=[C:5]([Br:9])[N:6]=1. The yield is 0.470. (9) The reactants are [Cl:1][C:2]1[N:7]=[C:6]([O:8][CH3:9])[C:5]([CH:10]([CH3:13])[C:11]#N)=[CH:4][CH:3]=1.[CH3:14][OH:15].Cl.C[OH:18]. No catalyst specified. The product is [Cl:1][C:2]1[N:7]=[C:6]([O:8][CH3:9])[C:5]([CH:10]([CH3:13])[C:11]([O:15][CH3:14])=[O:18])=[CH:4][CH:3]=1. The yield is 0.670.